From a dataset of Merck oncology drug combination screen with 23,052 pairs across 39 cell lines. Regression. Given two drug SMILES strings and cell line genomic features, predict the synergy score measuring deviation from expected non-interaction effect. (1) Drug 1: CN(C)C(=N)N=C(N)N. Drug 2: COC1CC2CCC(C)C(O)(O2)C(=O)C(=O)N2CCCCC2C(=O)OC(C(C)CC2CCC(OP(C)(C)=O)C(OC)C2)CC(=O)C(C)C=C(C)C(O)C(OC)C(=O)C(C)CC(C)C=CC=CC=C1C. Cell line: SW837. Synergy scores: synergy=-1.79. (2) Drug 1: CCC1(O)CC2CN(CCc3c([nH]c4ccccc34)C(C(=O)OC)(c3cc4c(cc3OC)N(C)C3C(O)(C(=O)OC)C(OC(C)=O)C5(CC)C=CCN6CCC43C65)C2)C1. Drug 2: Cc1nc(Nc2ncc(C(=O)Nc3c(C)cccc3Cl)s2)cc(N2CCN(CCO)CC2)n1. Cell line: OV90. Synergy scores: synergy=-0.434. (3) Drug 1: CC(C)CC(NC(=O)C(Cc1ccccc1)NC(=O)c1cnccn1)B(O)O. Drug 2: COC1=C2CC(C)CC(OC)C(O)C(C)C=C(C)C(OC(N)=O)C(OC)C=CC=C(C)C(=O)NC(=CC1=O)C2=O. Cell line: PA1. Synergy scores: synergy=4.72. (4) Drug 2: Cn1nnc2c(C(N)=O)ncn2c1=O. Synergy scores: synergy=-7.71. Drug 1: CC1CC2C3CCC4=CC(=O)C=CC4(C)C3(F)C(O)CC2(C)C1(O)C(=O)CO. Cell line: NCIH520. (5) Drug 1: CC(C)CC(NC(=O)C(Cc1ccccc1)NC(=O)c1cnccn1)B(O)O. Drug 2: COC1CC2CCC(C)C(O)(O2)C(=O)C(=O)N2CCCCC2C(=O)OC(C(C)CC2CCC(OP(C)(C)=O)C(OC)C2)CC(=O)C(C)C=C(C)C(O)C(OC)C(=O)C(C)CC(C)C=CC=CC=C1C. Cell line: SKOV3. Synergy scores: synergy=-2.42. (6) Drug 1: CC1(c2nc3c(C(N)=O)cccc3[nH]2)CCCN1. Drug 2: Cn1c(=O)n(-c2ccc(C(C)(C)C#N)cc2)c2c3cc(-c4cnc5ccccc5c4)ccc3ncc21. Cell line: NCIH460. Synergy scores: synergy=18.1. (7) Drug 1: CCC1=CC2CN(C1)Cc1c([nH]c3ccccc13)C(C(=O)OC)(c1cc3c(cc1OC)N(C)C1C(O)(C(=O)OC)C(OC(C)=O)C4(CC)C=CCN5CCC31C54)C2. Drug 2: C#Cc1cccc(Nc2ncnc3cc(OCCOC)c(OCCOC)cc23)c1. Cell line: NCIH460. Synergy scores: synergy=34.5. (8) Drug 1: CN(C)C(=N)N=C(N)N. Drug 2: C=CCn1c(=O)c2cnc(Nc3ccc(N4CCN(C)CC4)cc3)nc2n1-c1cccc(C(C)(C)O)n1. Cell line: RPMI7951. Synergy scores: synergy=15.8.